This data is from Forward reaction prediction with 1.9M reactions from USPTO patents (1976-2016). The task is: Predict the product of the given reaction. (1) Given the reactants [CH:1]1([C:4]2[N:8]([CH3:9])[C:7]3[CH:10]=[C:11]([N:14]4[CH:19]=[CH:18][C:17]([O:20][CH2:21][C:22]#[N:23])=[CH:16][C:15]4=[O:24])[CH:12]=[CH:13][C:6]=3[N:5]=2)[CH2:3][CH2:2]1.[NH4+:25].[Cl-:26], predict the reaction product. The product is: [ClH:26].[CH:1]1([C:4]2[N:8]([CH3:9])[C:7]3[CH:10]=[C:11]([N:14]4[CH:19]=[CH:18][C:17]([O:20][CH2:21][C:22](=[NH:25])[NH2:23])=[CH:16][C:15]4=[O:24])[CH:12]=[CH:13][C:6]=3[N:5]=2)[CH2:2][CH2:3]1. (2) Given the reactants [NH2:1][C:2]1[N:7]=[CH:6][N:5]=[C:4]2[N:8]([C@@H:12]3[CH2:16][N:15]([C:17]([O:19][C:20]([CH3:23])([CH3:22])[CH3:21])=[O:18])[C@H:14]([CH2:24][O:25][Si:26]([C:39]([CH3:42])([CH3:41])[CH3:40])([C:33]4[CH:38]=[CH:37][CH:36]=[CH:35][CH:34]=4)[C:27]4[CH:32]=[CH:31][CH:30]=[CH:29][CH:28]=4)[CH2:13]3)[N:9]=[C:10](I)[C:3]=12.[C:43]([C:45]1[CH:50]=[C:49]([O:51][CH3:52])[CH:48]=[C:47]([O:53][CH3:54])[CH:46]=1)#[CH:44].C(N(CC)CC)C.C(OCC)(=O)C, predict the reaction product. The product is: [NH2:1][C:2]1[N:7]=[CH:6][N:5]=[C:4]2[N:8]([C@@H:12]3[CH2:16][N:15]([C:17]([O:19][C:20]([CH3:23])([CH3:22])[CH3:21])=[O:18])[C@H:14]([CH2:24][O:25][Si:26]([C:39]([CH3:42])([CH3:41])[CH3:40])([C:33]4[CH:38]=[CH:37][CH:36]=[CH:35][CH:34]=4)[C:27]4[CH:32]=[CH:31][CH:30]=[CH:29][CH:28]=4)[CH2:13]3)[N:9]=[C:10]([C:44]#[C:43][C:45]3[CH:46]=[C:47]([O:53][CH3:54])[CH:48]=[C:49]([O:51][CH3:52])[CH:50]=3)[C:3]=12. (3) Given the reactants Br[C:2]1[CH:3]=[C:4]2[C:8](=[CH:9][CH:10]=1)[NH:7][C:6]([CH2:11][OH:12])=[CH:5]2.[CH3:13][C:14]1[CH:15]=[C:16](B(O)O)[CH:17]=[CH:18][CH:19]=1.C(=O)([O-])[O-].[K+].[K+].BrC1C=C2C(=CC=1)N(CC1C=CC(C(C)(C)C)=CC=1)C=C2, predict the reaction product. The product is: [CH3:13][C:14]1[CH:19]=[C:18]([C:2]2[CH:3]=[C:4]3[C:8](=[CH:9][CH:10]=2)[NH:7][C:6]([CH2:11][OH:12])=[CH:5]3)[CH:17]=[CH:16][CH:15]=1. (4) Given the reactants [C:1]([C:3]1[CH:4]=[C:5]([NH:9][C:10](=[O:13])[CH2:11][CH3:12])[CH:6]=[CH:7][CH:8]=1)#[N:2].Br[CH2:15][C:16]1[C:17]([C:22]2[CH:27]=[CH:26][CH:25]=[CH:24][CH:23]=2)=[N:18][O:19][C:20]=1[CH3:21], predict the reaction product. The product is: [C:1]([C:3]1[CH:4]=[C:5]([N:9]([CH2:15][C:16]2[C:17]([C:22]3[CH:27]=[CH:26][CH:25]=[CH:24][CH:23]=3)=[N:18][O:19][C:20]=2[CH3:21])[C:10](=[O:13])[CH2:11][CH3:12])[CH:6]=[CH:7][CH:8]=1)#[N:2]. (5) Given the reactants [C:1]([C:4]1[S:5][CH:6]=[CH:7][CH:8]=1)(=[O:3])[CH3:2].[Se](=O)=[O:10], predict the reaction product. The product is: [S:5]1[CH:6]=[CH:7][CH:8]=[C:4]1[C:1](=[O:3])[CH:2]=[O:10]. (6) The product is: [I:27][C:13]1[S:12][C:9]2[CH2:10][CH2:11][N:5]([C:3](=[O:4])[C:2]([F:17])([F:16])[F:1])[CH2:6][CH2:7][C:8]=2[N:14]=1. Given the reactants [F:1][C:2]([F:17])([F:16])[C:3]([N:5]1[CH2:11][CH2:10][C:9]2[S:12][C:13](N)=[N:14][C:8]=2[CH2:7][CH2:6]1)=[O:4].S(=O)(=O)(O)O.N([O-])=O.[Na+].[I-:27].[K+].C(=O)(O)[O-].[Na+], predict the reaction product.